Dataset: Reaction yield outcomes from USPTO patents with 853,638 reactions. Task: Predict the reaction yield, written as a fraction of the theoretical maximum amount of product (1.0 means a 100% yield; for example, 0.34 means a 34% yield). (1) The reactants are [N+:1]([C:4]1[CH:19]=[CH:18][C:7]([O:8][C:9]2[CH:14]=[CH:13][C:12]([C:15](=[O:17])[CH3:16])=[CH:11][CH:10]=2)=[CH:6][CH:5]=1)([O-])=O. The product is [NH2:1][C:4]1[CH:5]=[CH:6][C:7]([O:8][C:9]2[CH:14]=[CH:13][C:12]([C:15](=[O:17])[CH3:16])=[CH:11][CH:10]=2)=[CH:18][CH:19]=1. The yield is 0.990. The catalyst is CO.[Pd]. (2) The reactants are Cl[CH:2]([CH3:6])[C:3](Cl)=[O:4].[CH3:7][O:8][C:9]1[CH:20]=[CH:19][C:12]([CH2:13][NH:14][C@H:15]([CH3:18])[CH2:16][OH:17])=[CH:11][CH:10]=1.C(N([CH2:26][CH3:27])CC)C.C[O-].[Na+].CO.Cl.O1C[CH2:37][CH2:36][CH2:35]1. The catalyst is O. The product is [CH3:7][O:8][C:9]1[CH:20]=[CH:19][C:12]([CH2:13][N:14]2[C@H:15]([CH3:18])[CH2:16][O:17][CH:2]([C:6]3[CH:27]=[CH:26][CH:37]=[CH:36][CH:35]=3)[C:3]2=[O:4])=[CH:11][CH:10]=1. The yield is 0.980. (3) The reactants are CN(C=O)C.[CH3:6][O:7][C:8]1[CH:13]=[CH:12][CH:11]=[CH:10][C:9]=1[C:14]1([CH3:21])[NH:18][C:17](=[O:19])[NH:16][C:15]1=[O:20].C([O-])([O-])=O.[K+].[K+].Br[CH2:29][C:30]([C:32]1[CH:37]=[CH:36][CH:35]=[CH:34][CH:33]=1)=[O:31]. The catalyst is O. The product is [CH3:6][O:7][C:8]1[CH:13]=[CH:12][CH:11]=[CH:10][C:9]=1[C:14]1([CH3:21])[NH:18][C:17](=[O:19])[N:16]([CH2:29][C:30](=[O:31])[C:32]2[CH:37]=[CH:36][CH:35]=[CH:34][CH:33]=2)[C:15]1=[O:20]. The yield is 0.890. (4) The reactants are [CH2:1]([C:4]1[CH:9]=[CH:8][CH:7]=[C:6]([CH:10]([CH3:12])[CH3:11])[C:5]=1[OH:13])[CH:2]=[CH2:3].ClC1C=C(C=CC=1)C(OO)=O.C(=O)([O-])[O-].[K+].[K+].ClC1C2OC(CO)CC=2C(C(F)(F)F)=CC=1.C(C1C2OC(CO)CC=2C=CC=1)(C)C.C1(C)C=CC(S(Cl)(=O)=O)=CC=1.[CH3:72][C:73]1[CH:78]=[CH:77][C:76]([S:79]([O:82]CC2CC3C(C(F)(F)F)=CC=C(Cl)C=3O2)(=[O:81])=[O:80])=[CH:75][CH:74]=1. No catalyst specified. The product is [CH3:72][C:73]1[CH:74]=[CH:75][C:76]([S:79]([O:82][CH2:3][CH:2]2[CH2:1][C:4]3[CH:9]=[CH:8][CH:7]=[C:6]([CH:10]([CH3:11])[CH3:12])[C:5]=3[O:13]2)(=[O:81])=[O:80])=[CH:77][CH:78]=1. The yield is 0.790.